From a dataset of NCI-60 drug combinations with 297,098 pairs across 59 cell lines. Regression. Given two drug SMILES strings and cell line genomic features, predict the synergy score measuring deviation from expected non-interaction effect. (1) Drug 1: CC1=CC=C(C=C1)C2=CC(=NN2C3=CC=C(C=C3)S(=O)(=O)N)C(F)(F)F. Drug 2: C1CN1C2=NC(=NC(=N2)N3CC3)N4CC4. Cell line: 786-0. Synergy scores: CSS=26.1, Synergy_ZIP=-0.990, Synergy_Bliss=3.61, Synergy_Loewe=-20.2, Synergy_HSA=0.760. (2) Drug 1: CN(CCCl)CCCl.Cl. Drug 2: N.N.Cl[Pt+2]Cl. Cell line: NCI-H226. Synergy scores: CSS=11.6, Synergy_ZIP=-3.64, Synergy_Bliss=0.237, Synergy_Loewe=0.0289, Synergy_HSA=1.07.